Task: Predict the reactants needed to synthesize the given product.. Dataset: Full USPTO retrosynthesis dataset with 1.9M reactions from patents (1976-2016) (1) Given the product [Cl:16][C:17]1[CH:18]=[C:19]([S:24]([NH:1][C@H:2]([CH2:6][C:7]#[CH:8])[C:3]([OH:5])=[O:4])(=[O:25])=[O:26])[CH:20]=[CH:21][C:22]=1[Cl:23], predict the reactants needed to synthesize it. The reactants are: [NH2:1][C@H:2]([CH2:6][C:7]#[CH:8])[C:3]([OH:5])=[O:4].C([O-])([O-])=O.[Na+].[Na+].O.[Cl:16][C:17]1[CH:18]=[C:19]([S:24](Cl)(=[O:26])=[O:25])[CH:20]=[CH:21][C:22]=1[Cl:23].Cl.[Na+].[Cl-]. (2) Given the product [Br:1][C:2]1[CH:7]=[CH:6][C:5]([Br:8])=[CH:4][C:3]=1[CH:9]1[CH2:14][C:13]([CH3:28])([S:15]([C:18]2[CH:23]=[CH:22][CH:21]=[C:20]([C:24]([F:26])([F:25])[F:27])[CH:19]=2)(=[O:16])=[O:17])[CH2:12][CH2:11][O:10]1, predict the reactants needed to synthesize it. The reactants are: [Br:1][C:2]1[CH:7]=[CH:6][C:5]([Br:8])=[CH:4][C:3]=1[CH:9]1[CH2:14][CH:13]([S:15]([C:18]2[CH:23]=[CH:22][CH:21]=[C:20]([C:24]([F:27])([F:26])[F:25])[CH:19]=2)(=[O:17])=[O:16])[CH2:12][CH2:11][O:10]1.[CH3:28]C([O-])(C)C.[K+].CI. (3) The reactants are: [I:1][C:2]1[CH:7]=[CH:6][C:5]([N:8]=[C:9]=[O:10])=[C:4]([F:11])[CH:3]=1.[CH3:12][NH2:13]. Given the product [F:11][C:4]1[CH:3]=[C:2]([I:1])[CH:7]=[CH:6][C:5]=1[NH:8][C:9]([NH:13][CH3:12])=[O:10], predict the reactants needed to synthesize it.